From a dataset of Forward reaction prediction with 1.9M reactions from USPTO patents (1976-2016). Predict the product of the given reaction. The product is: [Br:1][C:2]1[N:10]([CH2:11][C:12]2[CH:13]=[CH:14][C:15]([Cl:18])=[CH:16][CH:17]=2)[C:9]2[C:8](=[O:19])[N:7]([CH2:23][CH2:24][N:25]([CH3:27])[CH3:26])[C:6](=[O:20])[N:5]([CH3:21])[C:4]=2[N:3]=1. Given the reactants [Br:1][C:2]1[N:10]([CH2:11][C:12]2[CH:17]=[CH:16][C:15]([Cl:18])=[CH:14][CH:13]=2)[C:9]2[C:8](=[O:19])[NH:7][C:6](=[O:20])[N:5]([CH3:21])[C:4]=2[N:3]=1.Cl[CH2:23][CH2:24][N:25]([CH3:27])[CH3:26].C(=O)([O-])[O-].[K+].[K+], predict the reaction product.